This data is from Catalyst prediction with 721,799 reactions and 888 catalyst types from USPTO. The task is: Predict which catalyst facilitates the given reaction. Reactant: [Br:1][C:2]1[C:3](Cl)=[N:4][C:5]([Cl:8])=[N:6][CH:7]=1.[NH2:10][C:11]1[CH:15]=[C:14]([CH3:16])[NH:13][N:12]=1.C(N(CC)C(C)C)(C)C. Product: [Br:1][C:2]1[C:3]([NH:10][C:11]2[CH:15]=[C:14]([CH3:16])[NH:13][N:12]=2)=[N:4][C:5]([Cl:8])=[N:6][CH:7]=1. The catalyst class is: 51.